Dataset: Full USPTO retrosynthesis dataset with 1.9M reactions from patents (1976-2016). Task: Predict the reactants needed to synthesize the given product. (1) Given the product [CH3:1][O:2][C:3]1[CH:8]=[CH:7][C:6]([N:9]2[CH:18]([CH3:19])[C:17]3[CH:16]=[N:15][C:14]([N:20]([C:21]4[CH:26]=[CH:25][CH:24]=[CH:23][CH:22]=4)[C:34](=[O:36])[CH3:35])=[N:13][C:12]=3[N:11]([C:27]3[CH:28]=[CH:29][CH:30]=[CH:31][CH:32]=3)[C:10]2=[O:33])=[CH:5][CH:4]=1, predict the reactants needed to synthesize it. The reactants are: [CH3:1][O:2][C:3]1[CH:8]=[CH:7][C:6]([N:9]2[CH:18]([CH3:19])[C:17]3[C:12](=[N:13][C:14]([NH:20][C:21]4[CH:26]=[CH:25][CH:24]=[CH:23][CH:22]=4)=[N:15][CH:16]=3)[N:11]([C:27]3[CH:32]=[CH:31][CH:30]=[CH:29][CH:28]=3)[C:10]2=[O:33])=[CH:5][CH:4]=1.[C:34](OC(=O)C)(=[O:36])[CH3:35]. (2) Given the product [F:18][C:17]1[CH:16]=[C:15]2[O:19][C:20]3[C:25]([C:26]4([CH2:30][O:29][C:28]([NH2:31])=[N:27]4)[C:14]2=[CH:13][C:12]=1[C:7]1[C:2]([F:1])=[N:3][CH:4]=[CH:5][CH:6]=1)=[CH:24][C:23]([C:32]#[C:33][C:34]1([CH3:38])[CH2:37][O:36][CH2:35]1)=[CH:22][N:21]=3, predict the reactants needed to synthesize it. The reactants are: [F:1][C:2]1[C:7](B(O)O)=[CH:6][CH:5]=[CH:4][N:3]=1.Br[C:12]1[CH:13]=[C:14]2[C:26]3([CH2:30][O:29][C:28]([NH2:31])=[N:27]3)[C:25]3[C:20](=[N:21][CH:22]=[C:23]([C:32]#[C:33][C:34]4([CH3:38])[CH2:37][O:36][CH2:35]4)[CH:24]=3)[O:19][C:15]2=[CH:16][C:17]=1[F:18].C(=O)([O-])[O-].[K+].[K+].O. (3) Given the product [CH2:3]([N:14]([C:10]1[CH:11]=[CH:12][CH:13]=[C:8]([Cl:7])[CH:9]=1)[CH:15]1[CH2:20][CH2:19][CH2:18][N:17]([C:21]([O:23][C:24]([CH3:27])([CH3:26])[CH3:25])=[O:22])[CH2:16]1)[CH:4]=[CH2:5], predict the reactants needed to synthesize it. The reactants are: [H-].[Na+].[CH2:3](Br)[CH:4]=[CH2:5].[Cl:7][C:8]1[CH:9]=[C:10]([NH:14][CH:15]2[CH2:20][CH2:19][CH2:18][N:17]([C:21]([O:23][C:24]([CH3:27])([CH3:26])[CH3:25])=[O:22])[CH2:16]2)[CH:11]=[CH:12][CH:13]=1. (4) Given the product [CH3:19][C:18]1[N:17]=[C:12]2[CH:13]=[CH:14][CH:15]=[C:16]3[N:11]2[C:10]=1[C:9](=[O:20])[N:8]3[CH2:7][CH2:6][CH2:5][CH2:4][CH2:3][CH2:2][NH:1][S:35]([C:38]([F:41])([F:40])[F:39])(=[O:37])=[O:36], predict the reactants needed to synthesize it. The reactants are: [NH2:1][CH2:2][CH2:3][CH2:4][CH2:5][CH2:6][CH2:7][N:8]1[C:16]2[N:11]3[C:12](=[N:17][C:18]([CH3:19])=[C:10]3[C:9]1=[O:20])[CH:13]=[CH:14][CH:15]=2.C(N(CC)CC)C.C1C=CC(N([S:35]([C:38]([F:41])([F:40])[F:39])(=[O:37])=[O:36])[S:35]([C:38]([F:41])([F:40])[F:39])(=[O:37])=[O:36])=CC=1. (5) Given the product [C:4]12([N:8]([C:17]([O:19][C:20]([CH3:23])([CH3:22])[CH3:21])=[O:18])[NH:9][C:10]([O:12][C:13]([CH3:14])([CH3:15])[CH3:16])=[O:11])[CH2:3][CH:6]([CH2:5]1)[CH2:1]2, predict the reactants needed to synthesize it. The reactants are: [C:1]1([SiH3])[CH:6]=[CH:5][CH:4]=[CH:3]C=1.[N:8]([C:17]([O:19][C:20]([CH3:23])([CH3:22])[CH3:21])=[O:18])=[N:9][C:10]([O:12][C:13]([CH3:16])([CH3:15])[CH3:14])=[O:11].C1C23CC12C3.O.